The task is: Predict the product of the given reaction.. This data is from Forward reaction prediction with 1.9M reactions from USPTO patents (1976-2016). (1) Given the reactants [H-].[Al+3].[Li+].[H-].[H-].[H-].[Cl:7][C:8]1[CH:9]=[C:10]([CH2:15][C:16](O)=[O:17])[CH:11]=[CH:12][C:13]=1[Cl:14], predict the reaction product. The product is: [Cl:7][C:8]1[CH:9]=[C:10]([CH:11]=[CH:12][C:13]=1[Cl:14])[CH2:15][CH2:16][OH:17]. (2) Given the reactants ClC1C=CC=C(C(OO)=[O:9])C=1.[CH3:12][C:13]1[S:17][C:16]2([CH2:22][CH2:21][N:20]([CH3:23])[CH2:19][CH2:18]2)[CH2:15][N:14]=1.[O-2].[Al+3].[O-2].[O-2].[Al+3].C(Cl)(Cl)Cl, predict the reaction product. The product is: [CH3:12][C:13]1[S:17][C:16]2([CH2:22][CH2:21][N+:20]([O-:9])([CH3:23])[CH2:19][CH2:18]2)[CH2:15][N:14]=1. (3) Given the reactants [C:1]([OH:10])(=[O:9])[C:2]1[C:3](=[CH:5][CH:6]=[CH:7][CH:8]=1)[OH:4].O1[B:16]([C@@H:17]([NH:22][C:23](=[O:36])[CH2:24][NH:25][C:26](=[O:35])[C:27]2[CH:32]=[C:31]([Cl:33])[CH:30]=[CH:29][C:28]=2[Cl:34])[CH2:18][CH:19]([CH3:21])[CH3:20])O[B:16]([C@@H:17]([NH:22][C:23](=[O:36])[CH2:24][NH:25][C:26](=[O:35])[C:27]2[CH:32]=[C:31]([Cl:33])[CH:30]=[CH:29][C:28]=2[Cl:34])[CH2:18][CH:19]([CH3:21])[CH3:20])O[B:16]1[C@@H:17]([NH:22][C:23](=[O:36])[CH2:24][NH:25][C:26](=[O:35])[C:27]1[CH:32]=[C:31]([Cl:33])[CH:30]=[CH:29][C:28]=1[Cl:34])[CH2:18][CH:19]([CH3:21])[CH3:20], predict the reaction product. The product is: [Cl:34][C:28]1[CH:29]=[CH:30][C:31]([Cl:33])=[CH:32][C:27]=1[C:26]([NH:25][CH2:24][C:23]([NH:22][C@H:17]([B:16]1[O:9][C:1](=[O:10])[C:2]2[CH:8]=[CH:7][CH:6]=[CH:5][C:3]=2[O:4]1)[CH2:18][CH:19]([CH3:21])[CH3:20])=[O:36])=[O:35]. (4) Given the reactants [C:1]12([CH2:11][O:12][C:13]3[CH:18]=[CH:17][N:16]=[CH:15][C:14]=3[Br:19])[CH2:10][CH:5]3[CH2:6][CH:7]([CH2:9][CH:3]([CH2:4]3)[CH2:2]1)[CH2:8]2.ClC1C=C(C=CC=1)C(OO)=[O:25], predict the reaction product. The product is: [C:1]12([CH2:11][O:12][C:13]3[CH:18]=[CH:17][N+:16]([O-:25])=[CH:15][C:14]=3[Br:19])[CH2:2][CH:3]3[CH2:9][CH:7]([CH2:6][CH:5]([CH2:4]3)[CH2:10]1)[CH2:8]2. (5) Given the reactants Br[CH:2]([C:8]([O:10][CH2:11][CH3:12])=[O:9])[C:3]([O:5][CH2:6][CH3:7])=[O:4].C(=O)([O-])[O-].[K+].[K+].[CH:19]12[O:26][CH:23]([CH2:24][CH2:25]1)[CH2:22][NH:21][CH2:20]2, predict the reaction product. The product is: [CH:23]12[O:26][CH:19]([CH2:25][CH2:24]1)[CH2:20][N:21]([CH:2]([C:8]([O:10][CH2:11][CH3:12])=[O:9])[C:3]([O:5][CH2:6][CH3:7])=[O:4])[CH2:22]2. (6) Given the reactants [CH3:1][O:2][CH2:3][CH2:4][NH:5][CH2:6][CH2:7][O:8][CH3:9].C(N(CC)C(C)C)(C)C.[F:19][C:20]([F:48])([F:47])[C:21]1[CH:22]=[C:23]([CH:44]=[CH:45][CH:46]=1)[CH2:24][NH:25][C:26](=[O:43])[C:27]1[CH:32]=[CH:31][N:30]=[C:29]([C:33]2[CH:38]=[C:37](F)[CH:36]=[CH:35][C:34]=2[N+:40]([O-:42])=[O:41])[CH:28]=1, predict the reaction product. The product is: [F:47][C:20]([F:19])([F:48])[C:21]1[CH:22]=[C:23]([CH:44]=[CH:45][CH:46]=1)[CH2:24][NH:25][C:26](=[O:43])[C:27]1[CH:32]=[CH:31][N:30]=[C:29]([C:33]2[CH:38]=[C:37]([N:5]([CH2:6][CH2:7][O:8][CH3:9])[CH2:4][CH2:3][O:2][CH3:1])[CH:36]=[CH:35][C:34]=2[N+:40]([O-:42])=[O:41])[CH:28]=1. (7) Given the reactants [N-:1]=[N+:2]=[N-:3].[Na+].[CH3:5][O:6][C:7]([C:9]1[CH:10]=[C:11]([C:22]2[CH:27]=[CH:26][C:25]([CH3:28])=[CH:24][CH:23]=2)[CH:12]=[C:13](/[N:15]=[C:16](\Cl)/[C:17]([F:20])([F:19])[F:18])[CH:14]=1)=[O:8], predict the reaction product. The product is: [CH3:5][O:6][C:7]([C:9]1[CH:10]=[C:11]([C:22]2[CH:27]=[CH:26][C:25]([CH3:28])=[CH:24][CH:23]=2)[CH:12]=[C:13]([N:15]2[C:16]([C:17]([F:20])([F:19])[F:18])=[N:3][N:2]=[N:1]2)[CH:14]=1)=[O:8]. (8) Given the reactants [CH3:1][C:2]1([CH3:16])[C:6]([CH3:8])([CH3:7])[O:5][B:4]([C:9]2[CH:14]=[CH:13][CH:12]=[CH:11][C:10]=2[OH:15])[O:3]1.C(=O)([O-])[O-].[K+].[K+].F[C:24]1[CH:29]=[CH:28][C:27]([N+:30]([O-:32])=[O:31])=[CH:26][CH:25]=1, predict the reaction product. The product is: [CH3:8][C:6]1([CH3:7])[C:2]([CH3:16])([CH3:1])[O:3][B:4]([C:9]2[CH:14]=[CH:13][CH:12]=[CH:11][C:10]=2[O:15][C:24]2[CH:29]=[CH:28][C:27]([N+:30]([O-:32])=[O:31])=[CH:26][CH:25]=2)[O:5]1.